This data is from Forward reaction prediction with 1.9M reactions from USPTO patents (1976-2016). The task is: Predict the product of the given reaction. Given the reactants [Cl:1][CH2:2][C:3]1[CH:11]=[CH:10][C:6]([C:7](Cl)=[O:8])=[CH:5][CH:4]=1.CN.Cl.C[CH2:16][N:17](C(C)C)C(C)C, predict the reaction product. The product is: [Cl:1][CH2:2][C:3]1[CH:11]=[CH:10][C:6]([C:7]([NH:17][CH3:16])=[O:8])=[CH:5][CH:4]=1.